From a dataset of Forward reaction prediction with 1.9M reactions from USPTO patents (1976-2016). Predict the product of the given reaction. (1) Given the reactants [CH3:1][O:2][C:3]1[CH:4]=[C:5]([CH:11]=[CH:12][C:13]=1[O:14][CH3:15])[CH:6]=[CH:7][C:8](O)=[O:9].O=S(Cl)Cl.COC(=O)C=CC1C=CC(OC)=C(OC)C=1.[H-].C([Al+]CC(C)C)C(C)C, predict the reaction product. The product is: [CH3:1][O:2][C:3]1[CH:4]=[C:5]([CH:11]=[CH:12][C:13]=1[O:14][CH3:15])[CH:6]=[CH:7][CH2:8][OH:9]. (2) Given the reactants [CH3:1][NH:2][C:3]([C:5]1[CH:10]=[CH:9][C:8]([NH:11][C:12]2([C:15]([OH:17])=O)[CH2:14][CH2:13]2)=[CH:7][C:6]=1[F:18])=[O:4].[F:19][C:20]([F:33])([F:32])[C:21]1[CH:28]=[C:27]([N:29]=C=S)[CH:26]=[CH:25][C:22]=1[C:23]#[N:24], predict the reaction product. The product is: [C:23]([C:22]1[CH:25]=[CH:26][C:27]([NH:29][C:15]([C:12]2([NH:11][C:8]3[CH:9]=[CH:10][C:5]([C:3]([NH:2][CH3:1])=[O:4])=[C:6]([F:18])[CH:7]=3)[CH2:13][CH2:14]2)=[O:17])=[CH:28][C:21]=1[C:20]([F:19])([F:32])[F:33])#[N:24]. (3) The product is: [NH:27]1[C:28]2[CH:33]=[CH:32][CH:31]=[CH:30][C:29]=2[N:25]=[C:26]1[C:34]([C:36]1[CH:37]=[CH:38][C:39]([O:40][C:41]2[C:42]([C:47]([NH:69][CH2:68][CH2:67][C:61]3[CH:66]=[CH:65][CH:64]=[CH:63][CH:62]=3)=[O:48])=[N:43][CH:44]=[CH:45][N:46]=2)=[CH:50][CH:51]=1)=[O:35]. Given the reactants CN(C(ON1N=NC2C=CC=NC1=2)=[N+](C)C)C.F[P-](F)(F)(F)(F)F.[NH:25]1[C:29]2[CH:30]=[CH:31][CH:32]=[CH:33][C:28]=2[N:27]=[C:26]1[C:34]([C:36]1[CH:51]=[CH:50][C:39]([O:40][C:41]2[C:42]([C:47](O)=[O:48])=[N:43][CH:44]=[CH:45][N:46]=2)=[CH:38][CH:37]=1)=[O:35].C(N(C(C)C)CC)(C)C.[C:61]1([CH2:67][CH2:68][NH2:69])[CH:66]=[CH:65][CH:64]=[CH:63][CH:62]=1, predict the reaction product. (4) Given the reactants C(NC(C)C)(C)C.[Li]CCCC.CCCCCC.[C:19]([O:23][C:24]([N:26]1[CH2:31][CH2:30][CH:29]([C:32]([O:34][CH2:35][CH3:36])=[O:33])[CH2:28][CH2:27]1)=[O:25])([CH3:22])([CH3:21])[CH3:20].[NH4+].[Cl-].C1C[O:42]CC1, predict the reaction product. The product is: [CH2:35]([O:34][C:32]([C:29]1([OH:42])[CH2:30][CH2:31][N:26]([C:24]([O:23][C:19]([CH3:22])([CH3:21])[CH3:20])=[O:25])[CH2:27][CH2:28]1)=[O:33])[CH3:36]. (5) The product is: [CH3:32][C:24]1[N:25]([S:41]([C:38]2[CH:39]=[CH:40][C:35]([CH3:34])=[CH:36][CH:37]=2)(=[O:43])=[O:42])[C:26]2=[N:27][CH:28]=[CH:29][CH:30]=[C:31]2[C:23]=1[CH2:22][C:21]([OH:20])=[O:33]. Given the reactants CCN(P1(N(C)CCCN1C)=NC(C)(C)C)CC.C[O:20][C:21](=[O:33])[CH2:22][C:23]1[C:31]2[C:26](=[N:27][CH:28]=[CH:29][CH:30]=2)[NH:25][C:24]=1[CH3:32].[CH3:34][C:35]1[CH:40]=[CH:39][C:38]([S:41](Cl)(=[O:43])=[O:42])=[CH:37][CH:36]=1.[OH-].[Na+].Cl, predict the reaction product.